Dataset: Full USPTO retrosynthesis dataset with 1.9M reactions from patents (1976-2016). Task: Predict the reactants needed to synthesize the given product. (1) The reactants are: C(OC(=O)[NH:7][C:8]1[S:9][CH2:10][C@@H:11]2[C@@H:16]([C:17]([F:20])([F:19])[F:18])[O:15][CH2:14][C@:12]2([C:21]2[CH:26]=[C:25]([NH2:27])[CH:24]=[C:23]([F:28])[C:22]=2[F:29])[N:13]=1)(C)(C)C.[F:31][CH:32]([F:42])[C:33]1[N:34]=[CH:35][C:36]([C:39](O)=[O:40])=[N:37][CH:38]=1. Given the product [NH2:7][C:8]1[S:9][CH2:10][C@@H:11]2[C@@H:16]([C:17]([F:19])([F:18])[F:20])[O:15][CH2:14][C@:12]2([C:21]2[CH:26]=[C:25]([NH:27][C:39]([C:36]3[CH:35]=[N:34][C:33]([CH:32]([F:42])[F:31])=[CH:38][N:37]=3)=[O:40])[CH:24]=[C:23]([F:28])[C:22]=2[F:29])[N:13]=1, predict the reactants needed to synthesize it. (2) Given the product [NH2:45][C:42]1[CH:41]=[CH:40][C:39]([C:36]2[S:35][C:34]([CH2:33][CH2:32][NH:31][S:28]([C:27]([F:26])([F:48])[F:49])(=[O:30])=[O:29])=[N:38][CH:37]=2)=[CH:44][CH:43]=1, predict the reactants needed to synthesize it. The reactants are: CC1OC(CC2CCC(C3SC(C4C=CC(N)=CC=4)=CN=3)CC2)=NN=1.[F:26][C:27]([F:49])([F:48])[S:28]([NH:31][CH2:32][CH2:33][C:34]1[S:35][C:36]([C:39]2[CH:44]=[CH:43][C:42]([N+:45]([O-])=O)=[CH:41][CH:40]=2)=[CH:37][N:38]=1)(=[O:30])=[O:29]. (3) Given the product [Cl:1][C:2]1[N:3]=[N+:4]([O-:13])[C:5]([Cl:8])=[CH:6][CH:7]=1, predict the reactants needed to synthesize it. The reactants are: [Cl:1][C:2]1[N:3]=[N:4][C:5]([Cl:8])=[CH:6][CH:7]=1.ClC1=C(Cl)C(OC1=O)=[O:13].C(O)(=O)C.OO.NC(N)=O. (4) The reactants are: [NH2:1][C:2]1[N:7]=[CH:6][C:5]([C:8]([OH:10])=O)=[CH:4][C:3]=1[O:11][C@@H:12]1[C:16]([F:18])([F:17])[CH2:15][N:14]([C:19](=[O:32])[CH2:20][C:21]2[CH:26]=[CH:25][C:24]([O:27][C:28]([F:31])([F:30])[F:29])=[CH:23][CH:22]=2)[CH2:13]1.Cl.CN.[CH2:36]([N:38](CC)CC)C.CN(C(ON1N=NC2C=CC=NC1=2)=[N+](C)C)C.F[P-](F)(F)(F)(F)F. Given the product [NH2:1][C:2]1[N:7]=[CH:6][C:5]([C:8]([NH:38][CH3:36])=[O:10])=[CH:4][C:3]=1[O:11][C@@H:12]1[C:16]([F:18])([F:17])[CH2:15][N:14]([C:19](=[O:32])[CH2:20][C:21]2[CH:22]=[CH:23][C:24]([O:27][C:28]([F:30])([F:29])[F:31])=[CH:25][CH:26]=2)[CH2:13]1, predict the reactants needed to synthesize it. (5) Given the product [Cl:9][C:6]1[CH:7]=[CH:8][C:3]([CH:2]([C:10]2[CH:15]=[CH:14][C:13]([Cl:16])=[CH:12][CH:11]=2)[N:20]2[CH2:21][CH2:22][NH:17][C:18](=[O:23])[CH2:19]2)=[CH:4][CH:5]=1, predict the reactants needed to synthesize it. The reactants are: Cl[CH:2]([C:10]1[CH:15]=[CH:14][C:13]([Cl:16])=[CH:12][CH:11]=1)[C:3]1[CH:8]=[CH:7][C:6]([Cl:9])=[CH:5][CH:4]=1.[NH:17]1[CH2:22][CH2:21][NH:20][CH2:19][C:18]1=[O:23].C(N(CC)CC)C. (6) Given the product [CH3:23][N:26]([CH2:6][C:7]1[CH:12]=[CH:11][C:10]([CH2:13][CH2:14][NH:15][C:16](=[O:17])[O:18][C:19]([CH3:22])([CH3:21])[CH3:20])=[CH:9][CH:8]=1)[CH3:27], predict the reactants needed to synthesize it. The reactants are: CS(O[CH2:6][C:7]1[CH:12]=[CH:11][C:10]([CH2:13][CH2:14][NH:15][C:16]([O:18][C:19]([CH3:22])([CH3:21])[CH3:20])=[O:17])=[CH:9][CH:8]=1)(=O)=O.[CH:23]([N:26](CC)[CH:27](C)C)(C)C.CNC. (7) Given the product [Cl:1][C:2]1[N:6]=[C:5]([C:26]2[CH:27]=[C:28]([C:29]3[CH:34]=[CH:33][CH:32]=[CH:31][N:30]=3)[C:22]3[S:21][C:20]([NH:19][C:17]([NH:16][CH2:14][CH3:15])=[O:18])=[N:24][C:23]=3[CH:25]=2)[S:4][N:3]=1, predict the reactants needed to synthesize it. The reactants are: [Cl:1][C:2]1[N:6]=[C:5](Cl)[S:4][N:3]=1.C(=O)([O-])[O-].[Cs+].[Cs+].[CH2:14]([NH:16][C:17]([NH:19][C:20]1[S:21][C:22]2[C:28]([C:29]3[CH:34]=[CH:33][CH:32]=[CH:31][N:30]=3)=[CH:27][C:26](B(O)O)=[CH:25][C:23]=2[N:24]=1)=[O:18])[CH3:15].